From a dataset of Full USPTO retrosynthesis dataset with 1.9M reactions from patents (1976-2016). Predict the reactants needed to synthesize the given product. (1) Given the product [F:24][C:10]1[C:9]([OH:8])=[CH:14][C:13]([F:15])=[CH:12][C:11]=1[CH:16]([CH2:22][CH3:23])[CH2:17][C:18]([O:20][CH3:21])=[O:19], predict the reactants needed to synthesize it. The reactants are: [Si]([O:8][C:9]1[C:10]([F:24])=[C:11]([CH:16]([CH2:22][CH3:23])[CH2:17][C:18]([O:20][CH3:21])=[O:19])[CH:12]=[C:13]([F:15])[CH:14]=1)(C(C)(C)C)(C)C.[F-].[K+]. (2) Given the product [N:1]1([CH2:2][CH2:3][C:4]2[CH:5]=[C:6]([C:9]([O:11][CH2:12][CH3:13])=[O:10])[NH:7][CH:8]=2)[CH2:17][CH2:16][CH2:15][CH2:21]1, predict the reactants needed to synthesize it. The reactants are: [NH2:1][CH2:2][CH2:3][C:4]1[CH:5]=[C:6]([C:9]([O:11][CH2:12][CH3:13])=[O:10])[NH:7][CH:8]=1.N1C(C)=C[CH:17]=[CH:16][C:15]=1[CH3:21].BrCCCCBr. (3) Given the product [CH3:2][O:3][C:4](=[O:11])[C@:5]([N:12]=[C:17]=[O:19])([CH2:7][CH:8]([CH3:10])[CH3:9])[NH2:6], predict the reactants needed to synthesize it. The reactants are: Cl.[CH3:2][O:3][C:4](=[O:11])[C@H:5]([CH2:7][CH:8]([CH3:10])[CH3:9])[NH2:6].[N:12]1[CH:17]=CC=CC=1.C(Cl)(Cl)=[O:19].C1(C)C=CC=CC=1.